Predict the reaction yield, written as a fraction of the theoretical maximum amount of product (1.0 means a 100% yield; for example, 0.34 means a 34% yield). From a dataset of Reaction yield outcomes from USPTO patents with 853,638 reactions. (1) The product is [CH3:2][CH2:1][CH2:5][CH2:10][CH2:9][CH2:8][CH3:7].[C:10]([O:11][CH2:12][CH3:13])(=[O:36])[CH3:5]. The reactants are [C:1]([C:5]1C=[C:7](C(=O)/C=C/C2C=CC(C(O)=O)=CC=2)[CH:8]=[C:9](C2C=CC(C)=CC=2)[C:10]=1[O:11][CH2:12][CH:13](C)C)(C)(C)[CH3:2].[OH2:36].O.O.O.O.O.O.[Cl-].[Ce+3].[Cl-].[Cl-].[BH4-].[Na+].[Cl-].[NH4+]. The yield is 0.420. The catalyst is CO. (2) The product is [Br:13][C:4]1[C:5]([CH3:12])=[C:6]([CH2:7][OH:8])[CH:10]=[CH:11][CH:3]=1. The catalyst is O1CCCC1. The yield is 0.900. The reactants are C([C:3]1[CH:11]=[CH:10][C:6]([C:7](O)=[O:8])=[C:5]([CH3:12])[C:4]=1[Br:13])C.CO.Cl.